Dataset: Catalyst prediction with 721,799 reactions and 888 catalyst types from USPTO. Task: Predict which catalyst facilitates the given reaction. (1) Product: [CH2:1]([O:4][C:5]1[CH:10]=[CH:9][C:8]([C:11]([F:14])([F:12])[F:13])=[CH:7][C:6]=1[C:15]1[S:19][C:18]([NH:20][C:21](=[O:30])[C:22]2[C:23]([F:29])=[CH:24][CH:25]=[CH:26][C:27]=2[F:28])=[N:17][CH:16]=1)[CH:2]=[CH2:3]. The catalyst class is: 5. Reactant: [CH2:1]([O:4][C:5]1[CH:10]=[CH:9][C:8]([C:11]([F:14])([F:13])[F:12])=[CH:7][C:6]=1[C:15]1[S:19][C:18]([NH:20][C:21](=[O:30])[C:22]2[C:27]([F:28])=[CH:26][CH:25]=[CH:24][C:23]=2[F:29])=[N:17][C:16]=1C(OC)=O)[CH:2]=[CH2:3].[OH-].[Na+]. (2) Reactant: [Cl:1][C:2]1[CH:3]=[C:4]([NH:9][C:10]2[C:11]([C:18]([OH:20])=O)=[CH:12][N:13]([CH3:17])[C:14](=[O:16])[CH:15]=2)[CH:5]=[CH:6][C:7]=1[Cl:8].N.C1C[N:25]([P+](ON2N=NC3C=CC=CC2=3)(N2CCCC2)N2CCCC2)CC1.F[P-](F)(F)(F)(F)F. Product: [Cl:1][C:2]1[CH:3]=[C:4]([NH:9][C:10]2[C:11]([C:18]([NH2:25])=[O:20])=[CH:12][N:13]([CH3:17])[C:14](=[O:16])[CH:15]=2)[CH:5]=[CH:6][C:7]=1[Cl:8]. The catalyst class is: 4. (3) Reactant: [N:1]1[CH:6]=[CH:5][CH:4]=[C:3]([N:7]2[CH:11]=[C:10]([C:12]3[N:17]=C(C#N)C=CC=3)[CH:9]=[N:8]2)[CH:2]=1.[CH3:20][Mg]Cl.Cl.[C:24]([O-:36])(=O)[CH2:25][C:26]([CH2:31][C:32]([O-])=O)(C([O-])=O)O.[OH-].[Na+].[Na+].[Cl-]. Product: [N:1]1[CH:6]=[CH:5][CH:4]=[C:3]([N:7]2[CH:11]=[C:10]([C:12]3[N:17]=[C:25]([C:24](=[O:36])[CH3:20])[CH:26]=[CH:31][CH:32]=3)[CH:9]=[N:8]2)[CH:2]=1. The catalyst class is: 56. (4) Reactant: [O:1]=[C:2]1[CH:11]=[CH:10][C:9]2[C:4](=[CH:5][C:6]([C:12]#[N:13])=[CH:7][CH:8]=2)[N:3]1[CH2:14][CH:15]=O.[C:17]([O:21][C:22]([NH:24][CH:25]1[CH2:30][CH2:29][NH:28][CH2:27][CH2:26]1)=[O:23])([CH3:20])([CH3:19])[CH3:18].[BH-](OC(C)=O)(OC(C)=O)OC(C)=O.[Na+]. Product: [C:12]([C:6]1[CH:5]=[C:4]2[C:9]([CH:10]=[CH:11][C:2](=[O:1])[N:3]2[CH2:14][CH2:15][N:28]2[CH2:27][CH2:26][CH:25]([NH:24][C:22](=[O:23])[O:21][C:17]([CH3:19])([CH3:18])[CH3:20])[CH2:30][CH2:29]2)=[CH:8][CH:7]=1)#[N:13]. The catalyst class is: 147. (5) Reactant: [N:1]([C:4]1[C:5]2[NH:12][CH:11]=[C:10]([C@H:13]3[C@H:17]([O:18][C:19](=[O:32])[C@@H:20]([NH:24][C:25]([O:27][C:28]([CH3:31])([CH3:30])[CH3:29])=[O:26])[CH:21]([CH3:23])[CH3:22])[C@H:16]([OH:33])[C@@H:15]([CH2:34][O:35][C:36]([C:49]4[CH:54]=[CH:53][CH:52]=[CH:51][CH:50]=4)([C:43]4[CH:48]=[CH:47][CH:46]=[CH:45][CH:44]=4)[C:37]4[CH:42]=[CH:41][CH:40]=[CH:39][CH:38]=4)[N:14]3[C:55]([O:57][C:58]([CH3:61])([CH3:60])[CH3:59])=[O:56])[C:6]=2[N:7]=[CH:8][N:9]=1)=[N+]=[N-]. Product: [NH2:1][C:4]1[C:5]2[NH:12][CH:11]=[C:10]([C@H:13]3[C@H:17]([O:18][C:19](=[O:32])[C@@H:20]([NH:24][C:25]([O:27][C:28]([CH3:31])([CH3:29])[CH3:30])=[O:26])[CH:21]([CH3:23])[CH3:22])[C@H:16]([OH:33])[C@@H:15]([CH2:34][O:35][C:36]([C:43]4[CH:44]=[CH:45][CH:46]=[CH:47][CH:48]=4)([C:37]4[CH:42]=[CH:41][CH:40]=[CH:39][CH:38]=4)[C:49]4[CH:54]=[CH:53][CH:52]=[CH:51][CH:50]=4)[N:14]3[C:55]([O:57][C:58]([CH3:59])([CH3:60])[CH3:61])=[O:56])[C:6]=2[N:7]=[CH:8][N:9]=1.[NH2:1][C:4]1[C:5]2[NH:12][CH:11]=[C:10]([C@H:13]3[C@H:17]([OH:18])[C@H:16]([O:33][C:19](=[O:18])[C@@H:20]([NH:24][C:25]([O:27][C:28]([CH3:29])([CH3:31])[CH3:30])=[O:26])[CH:21]([CH3:23])[CH3:22])[C@@H:15]([CH2:34][O:35][C:36]([C:43]4[CH:48]=[CH:47][CH:46]=[CH:45][CH:44]=4)([C:49]4[CH:50]=[CH:51][CH:52]=[CH:53][CH:54]=4)[C:37]4[CH:42]=[CH:41][CH:40]=[CH:39][CH:38]=4)[N:14]3[C:55]([O:57][C:58]([CH3:59])([CH3:60])[CH3:61])=[O:56])[C:6]=2[N:7]=[CH:8][N:9]=1. The catalyst class is: 29.